Predict the product of the given reaction. From a dataset of Forward reaction prediction with 1.9M reactions from USPTO patents (1976-2016). (1) Given the reactants [NH2:1][C:2]1[C:16]([F:17])=[CH:15][C:5]([O:6][C:7]([CH3:14])([CH3:13])[C:8](OCC)=[O:9])=[C:4]([N:18]2[C:22](=[O:23])[N:21]([CH3:24])[N:20]=[N:19]2)[CH:3]=1.[BH4-].[Li+].CO.[OH-].[Na+], predict the reaction product. The product is: [NH2:1][C:2]1[C:16]([F:17])=[CH:15][C:5]([O:6][C:7]([CH3:13])([CH3:14])[CH2:8][OH:9])=[C:4]([N:18]2[C:22](=[O:23])[N:21]([CH3:24])[N:20]=[N:19]2)[CH:3]=1. (2) Given the reactants [CH3:1][O:2][C:3](=[O:28])[C:4]1[CH:9]=[CH:8][CH:7]=[C:6]([CH2:10][O:11][C:12]2[CH:17]=[CH:16][C:15]([C:18]3[CH:23]=[C:22]([F:24])[C:21]([F:25])=[CH:20][C:19]=3[CH3:26])=[CH:14][CH:13]=2)[C:5]=1Br.[C:29]([O:33][C:34]([N:36]([CH3:38])[NH2:37])=[O:35])([CH3:32])([CH3:31])[CH3:30].C(=O)([O-])[O-].[Cs+].[Cs+].F[B-](F)(F)F.C([PH+](C(C)(C)C)C(C)(C)C)(C)(C)C, predict the reaction product. The product is: [CH3:1][O:2][C:3](=[O:28])[C:4]1[CH:9]=[CH:8][CH:7]=[C:6]([CH2:10][O:11][C:12]2[CH:17]=[CH:16][C:15]([C:18]3[CH:23]=[C:22]([F:24])[C:21]([F:25])=[CH:20][C:19]=3[CH3:26])=[CH:14][CH:13]=2)[C:5]=1[NH:37][N:36]([C:34]([O:33][C:29]([CH3:32])([CH3:31])[CH3:30])=[O:35])[CH3:38]. (3) Given the reactants Br[C:2]1[CH:10]=[C:9]([C:11]([F:14])([F:13])[F:12])[CH:8]=[C:7]2[C:3]=1[CH:4]=[N:5][NH:6]2.[F:15][C:16]1[CH:21]=[C:20]([C:22]([O:24][CH3:25])=[O:23])[CH:19]=[CH:18][C:17]=1B(O)O, predict the reaction product. The product is: [F:15][C:16]1[CH:21]=[C:20]([CH:19]=[CH:18][C:17]=1[C:2]1[CH:10]=[C:9]([C:11]([F:14])([F:13])[F:12])[CH:8]=[C:7]2[C:3]=1[CH:4]=[N:5][NH:6]2)[C:22]([O:24][CH3:25])=[O:23]. (4) Given the reactants [CH:1]1([CH2:7][C:8]([NH:10][CH:11]([C:13]2[N:18]=[N:17][C:16]([NH:19][C:20]3[CH:25]=[CH:24][C:23]([O:26][CH3:27])=[CH:22][CH:21]=3)=[N:15][CH:14]=2)[CH3:12])=O)[CH2:6][CH2:5][CH2:4][CH2:3][CH2:2]1.N1C=NC=N1.P(Cl)(Cl)(Cl)=O, predict the reaction product. The product is: [CH:1]1([CH2:7][C:8]2[N:18]3[C:13]([CH:14]=[N:15][C:16]([NH:19][C:20]4[CH:25]=[CH:24][C:23]([O:26][CH3:27])=[CH:22][CH:21]=4)=[N:17]3)=[C:11]([CH3:12])[N:10]=2)[CH2:6][CH2:5][CH2:4][CH2:3][CH2:2]1. (5) Given the reactants C(OC(=O)[NH:10][C:11]1([CH3:43])[CH2:16][CH2:15][CH2:14][CH:13]([NH:17][C:18]2[N:23]=[C:22]([C:24]3[C:32]4[C:27](=[CH:28][CH:29]=[CH:30][CH:31]=4)[N:26]([S:33]([C:36]4[CH:41]=[CH:40][CH:39]=[CH:38][CH:37]=4)(=[O:35])=[O:34])[CH:25]=3)[C:21]([Cl:42])=[CH:20][N:19]=2)[CH2:12]1)C1C=CC=CC=1.[C:45]([O:49][C:50]([NH:52][C:53]1[CH:61]=[CH:60][C:56]([C:57]([OH:59])=O)=[CH:55][CH:54]=1)=[O:51])([CH3:48])([CH3:47])[CH3:46].CN(C(ON1N=NC2C=CC=CC1=2)=[N+](C)C)C.F[P-](F)(F)(F)(F)F.CCN(CC)CC, predict the reaction product. The product is: [Cl:42][C:21]1[C:22]([C:24]2[C:32]3[C:27](=[CH:28][CH:29]=[CH:30][CH:31]=3)[N:26]([S:33]([C:36]3[CH:41]=[CH:40][CH:39]=[CH:38][CH:37]=3)(=[O:35])=[O:34])[CH:25]=2)=[N:23][C:18]([NH:17][CH:13]2[CH2:14][CH2:15][CH2:16][C:11]([NH:10][C:57]([C:56]3[CH:55]=[CH:54][C:53]([NH:52][C:50](=[O:51])[O:49][C:45]([CH3:46])([CH3:47])[CH3:48])=[CH:61][CH:60]=3)=[O:59])([CH3:43])[CH2:12]2)=[N:19][CH:20]=1. (6) Given the reactants Br[C:2]1[N:7]=[C:6](/[CH:8]=[C:9](\[C:31]#[N:32])/[C:10]([NH:12][CH:13]([C:17]2[CH:22]=[CH:21][C:20](OCCN(CC)CC)=[CH:19][CH:18]=2)[CH2:14][CH2:15][CH3:16])=[O:11])[CH:5]=[CH:4][CH:3]=1.[Cl:33]C1N=C(C=O)C=CC=1.C(CC(N[C@H](C1C=CC=CC=1)CCC)=O)#N, predict the reaction product. The product is: [C:31](/[C:9](=[CH:8]\[C:6]1[CH:5]=[CH:4][CH:3]=[C:2]([Cl:33])[N:7]=1)/[C:10]([NH:12][C@H:13]([C:17]1[CH:22]=[CH:21][CH:20]=[CH:19][CH:18]=1)[CH2:14][CH2:15][CH3:16])=[O:11])#[N:32]. (7) Given the reactants [C:1]([O:5][C:6]([N:8]1[CH2:13][CH2:12][CH:11]([CH2:14][NH2:15])[CH2:10][CH2:9]1)=[O:7])([CH3:4])([CH3:3])[CH3:2].Br[C:17]1[CH:18]=[C:19]([Cl:23])[CH:20]=[CH:21][CH:22]=1.CC(C)([O-])C.[Na+].C1(P(C2C=CC=CC=2)C2C3OC4C(=CC=CC=4P(C4C=CC=CC=4)C4C=CC=CC=4)C(C)(C)C=3C=CC=2)C=CC=CC=1.C(=O)([O-])O.[Na+], predict the reaction product. The product is: [C:1]([O:5][C:6]([N:8]1[CH2:13][CH2:12][CH:11]([CH2:14][NH:15][C:17]2[CH:22]=[CH:21][CH:20]=[C:19]([Cl:23])[CH:18]=2)[CH2:10][CH2:9]1)=[O:7])([CH3:4])([CH3:3])[CH3:2].